Dataset: TCR-epitope binding with 47,182 pairs between 192 epitopes and 23,139 TCRs. Task: Binary Classification. Given a T-cell receptor sequence (or CDR3 region) and an epitope sequence, predict whether binding occurs between them. The epitope is KMKDLSPRW. Result: 1 (the TCR binds to the epitope). The TCR CDR3 sequence is CASFPGLAGVYNEQFF.